This data is from Full USPTO retrosynthesis dataset with 1.9M reactions from patents (1976-2016). The task is: Predict the reactants needed to synthesize the given product. (1) Given the product [Cl:8][C:6]1[CH:5]=[C:4]([S:9]([N:12]2[CH2:46][CH2:45][CH2:44][C@H:13]2[C:14]([NH:16][C@@H:17]([CH2:22][NH:23][C:24]([N:26]2[CH2:31][CH2:30][CH:29]([CH2:32][N:33]3[C:41]4[CH:40]=[CH:39][N:38]=[CH:37][C:36]=4[N:35]=[C:34]3[CH2:42][CH3:43])[CH2:28][CH2:27]2)=[O:25])[C:18]([O-:20])=[O:19])=[O:15])(=[O:10])=[O:11])[CH:3]=[C:2]([Cl:1])[CH:7]=1.[Li+:48], predict the reactants needed to synthesize it. The reactants are: [Cl:1][C:2]1[CH:3]=[C:4]([S:9]([N:12]2[CH2:46][CH2:45][CH2:44][C@H:13]2[C:14]([NH:16][C@@H:17]([CH2:22][NH:23][C:24]([N:26]2[CH2:31][CH2:30][CH:29]([CH2:32][N:33]3[C:41]4[CH:40]=[CH:39][N:38]=[CH:37][C:36]=4[N:35]=[C:34]3[CH2:42][CH3:43])[CH2:28][CH2:27]2)=[O:25])[C:18]([O:20]C)=[O:19])=[O:15])(=[O:11])=[O:10])[CH:5]=[C:6]([Cl:8])[CH:7]=1.O[Li:48].O. (2) Given the product [O:19]=[C:13]1[CH:12]([N:5]2[C:4](=[O:20])[C:3]3[C:7](=[CH:8][CH:9]=[CH:10][C:2]=3[NH:1][C:22]([C:24]([O:26][CH3:27])=[O:25])=[O:23])[C:6]2=[O:11])[CH2:17][CH2:16][C:15](=[O:18])[NH:14]1, predict the reactants needed to synthesize it. The reactants are: [NH2:1][C:2]1[CH:10]=[CH:9][CH:8]=[C:7]2[C:3]=1[C:4](=[O:20])[N:5]([CH:12]1[CH2:17][CH2:16][C:15](=[O:18])[NH:14][C:13]1=[O:19])[C:6]2=[O:11].Cl[C:22]([C:24]([O:26][CH3:27])=[O:25])=[O:23]. (3) Given the product [CH3:1][C:2]1[C:6]([CH2:7][N:8]2[CH:12]=[C:11]([N:13]3[C:17](=[O:18])[CH2:16][N:15]([CH2:22][C:23]4[CH:24]=[CH:25][CH:26]=[C:27]([CH2:29][OH:30])[N:28]=4)[C:14]3=[O:19])[CH:10]=[N:9]2)=[C:5]([CH3:20])[O:4][N:3]=1, predict the reactants needed to synthesize it. The reactants are: [CH3:1][C:2]1[C:6]([CH2:7][N:8]2[CH:12]=[C:11]([N:13]3[C:17](=[O:18])[CH2:16][NH:15][C:14]3=[O:19])[CH:10]=[N:9]2)=[C:5]([CH3:20])[O:4][N:3]=1.Br[CH2:22][C:23]1[N:28]=[C:27]([CH2:29][OH:30])[CH:26]=[CH:25][CH:24]=1. (4) Given the product [CH3:1][S:2]([CH2:5][C:6]1[CH:7]=[C:8]([CH:13]=[CH:14][CH:15]=1)[C:9]([OH:11])=[O:10])(=[O:3])=[O:4], predict the reactants needed to synthesize it. The reactants are: [CH3:1][S:2]([CH2:5][C:6]1[CH:7]=[C:8]([CH:13]=[CH:14][CH:15]=1)[C:9]([O:11]C)=[O:10])(=[O:4])=[O:3].[OH-].[Li+].Cl.O. (5) Given the product [F:27][C:28]1[CH:33]=[CH:32][C:31](/[CH:34]=[CH:35]/[C:2]2[CH:7]=[CH:6][C:5]3[C:8]4[C:9]([NH:17][CH2:18][C:19]5[CH:20]=[CH:21][C:22]([O:25][CH3:26])=[CH:23][CH:24]=5)=[N:10][CH:11]=[C:12]([C:15]#[N:16])[C:13]=4[S:14][C:4]=3[CH:3]=2)=[CH:30][CH:29]=1, predict the reactants needed to synthesize it. The reactants are: Br[C:2]1[CH:7]=[CH:6][C:5]2[C:8]3[C:9]([NH:17][CH2:18][C:19]4[CH:24]=[CH:23][C:22]([O:25][CH3:26])=[CH:21][CH:20]=4)=[N:10][CH:11]=[C:12]([C:15]#[N:16])[C:13]=3[S:14][C:4]=2[CH:3]=1.[F:27][C:28]1[CH:33]=[CH:32][C:31](/[CH:34]=[CH:35]/B(O)O)=[CH:30][CH:29]=1.C([O-])([O-])=O.[Na+].[Na+].C1C=CC(P(C2C=CC=CC=2)C2C=CC=CC=2)=CC=1.